The task is: Predict the reactants needed to synthesize the given product.. This data is from Full USPTO retrosynthesis dataset with 1.9M reactions from patents (1976-2016). (1) Given the product [CH:18]1([CH2:17][CH:8]([C:5]2[CH:6]=[N:7][C:2]([C:23]3[CH:28]=[CH:27][CH:26]=[CH:25][CH:24]=3)=[CH:3][CH:4]=2)[C:9]([NH:11][C:12]2[S:13][CH:14]=[CH:15][N:16]=2)=[O:10])[CH2:22][CH2:21][CH2:20][CH2:19]1, predict the reactants needed to synthesize it. The reactants are: Cl[C:2]1[N:7]=[CH:6][C:5]([CH:8]([CH2:17][CH:18]2[CH2:22][CH2:21][CH2:20][CH2:19]2)[C:9]([NH:11][C:12]2[S:13][CH:14]=[CH:15][N:16]=2)=[O:10])=[CH:4][CH:3]=1.[CH:23]1[CH:28]=[CH:27][C:26](P([C:23]2[CH:28]=[CH:27][C:26]3[C:25](=CC=CC=3)[C:24]=2[C:23]2[C:28]3[C:27](=CC=CC=3)[CH:26]=[CH:25][C:24]=2P([C:23]2[CH:28]=[CH:27][CH:26]=[CH:25][CH:24]=2)[C:23]2[CH:28]=[CH:27][CH:26]=[CH:25][CH:24]=2)[C:23]2[CH:28]=[CH:27][CH:26]=[CH:25][CH:24]=2)=[CH:25][CH:24]=1.C([O-])([O-])=O.[K+].[K+].C1(B(O)O)C=CC=CC=1. (2) Given the product [C:3]([C:8]1[CH:9]=[C:10]([Cl:42])[C:11]([N:21]2[CH2:26][CH2:25][CH:24]([C:27]([N:29]([S:30]([N:33]([C:35]3[CH:36]=[CH:37][C:38]([F:41])=[CH:39][CH:40]=3)[CH3:34])(=[O:31])=[O:32])[CH3:43])=[O:28])[CH2:23][CH2:22]2)=[N:12][C:13]=1[CH2:14][N:15]1[CH2:19][CH2:18][CH2:17][C:16]1=[O:20])(=[O:7])[CH2:4][CH2:5][CH3:6], predict the reactants needed to synthesize it. The reactants are: CI.[C:3]([C:8]1[CH:9]=[C:10]([Cl:42])[C:11]([N:21]2[CH2:26][CH2:25][CH:24]([C:27]([NH:29][S:30]([N:33]([C:35]3[CH:40]=[CH:39][C:38]([F:41])=[CH:37][CH:36]=3)[CH3:34])(=[O:32])=[O:31])=[O:28])[CH2:23][CH2:22]2)=[N:12][C:13]=1[CH2:14][N:15]1[CH2:19][CH2:18][CH2:17][C:16]1=[O:20])(=[O:7])[CH2:4][CH2:5][CH3:6].[CH3:43]CN(C(C)C)C(C)C. (3) Given the product [Cl:16][C:11]1[CH:12]=[CH:13][CH:14]=[CH:15][C:10]=1[C:8]1[C:7]([C:17]2[CH:18]=[CH:19][C:20]([Cl:23])=[CH:21][CH:22]=2)=[CH:6][C:3]([C:4]#[N:5])=[C:2]([O:31][C:27]2[CH:28]=[N:29][CH:30]=[C:25]([Cl:24])[CH:26]=2)[N:9]=1, predict the reactants needed to synthesize it. The reactants are: Cl[C:2]1[N:9]=[C:8]([C:10]2[CH:15]=[CH:14][CH:13]=[CH:12][C:11]=2[Cl:16])[C:7]([C:17]2[CH:22]=[CH:21][C:20]([Cl:23])=[CH:19][CH:18]=2)=[CH:6][C:3]=1[C:4]#[N:5].[Cl:24][C:25]1[CH:26]=[C:27]([OH:31])[CH:28]=[N:29][CH:30]=1.C([O-])([O-])=O.[Cs+].[Cs+]. (4) Given the product [CH:20]1([N:17]2[CH2:18][CH2:19][CH:15]([CH2:14][C:10]3[C:11]([Cl:13])=[CH:12][C:7]([C:34]4[CH:33]=[N:32][N:31]([CH3:30])[CH:35]=4)=[CH:8][C:9]=3[Cl:27])[C:16]2=[O:26])[CH2:25][CH2:24][CH2:23][CH2:22][CH2:21]1, predict the reactants needed to synthesize it. The reactants are: FC(F)(F)S(O[C:7]1[CH:12]=[C:11]([Cl:13])[C:10]([CH2:14][CH:15]2[CH2:19][CH2:18][N:17]([CH:20]3[CH2:25][CH2:24][CH2:23][CH2:22][CH2:21]3)[C:16]2=[O:26])=[C:9]([Cl:27])[CH:8]=1)(=O)=O.[CH3:30][N:31]1[CH:35]=[C:34](B2OC(C)(C)C(C)(C)O2)[CH:33]=[N:32]1.C(=O)([O-])[O-].[Na+].[Na+].